This data is from Catalyst prediction with 721,799 reactions and 888 catalyst types from USPTO. The task is: Predict which catalyst facilitates the given reaction. (1) Reactant: C([O:3][C:4](=[O:25])[CH2:5][CH2:6][CH:7]([NH:17][C:18]([O:20][C:21]([CH3:24])([CH3:23])[CH3:22])=[O:19])[C:8]([N:10]1[CH2:14][CH2:13][CH2:12][CH:11]1[C:15]#[N:16])=[O:9])C.[Li+].[OH-]. Product: [C:21]([O:20][C:18]([NH:17][CH:7]([C:8]([N:10]1[CH2:14][CH2:13][CH2:12][CH:11]1[C:15]#[N:16])=[O:9])[CH2:6][CH2:5][C:4]([OH:25])=[O:3])=[O:19])([CH3:24])([CH3:22])[CH3:23]. The catalyst class is: 1. (2) Reactant: OC1C=C2C(C=C(C(O)=O)C=N2)=CC=1.C[O:16][C:17]1[CH:26]=[C:25]2[C:20]([CH:21]=[C:22]([C:27]([O:29][CH2:30][CH3:31])=[O:28])[CH:23]=[N:24]2)=[CH:19][CH:18]=1. Product: [OH:16][C:17]1[CH:26]=[C:25]2[C:20]([CH:21]=[C:22]([C:27]([O:29][CH2:30][CH3:31])=[O:28])[CH:23]=[N:24]2)=[CH:19][CH:18]=1. The catalyst class is: 201.